From a dataset of Catalyst prediction with 721,799 reactions and 888 catalyst types from USPTO. Predict which catalyst facilitates the given reaction. Reactant: [OH-].[Na+].[F:3][C:4]1[CH:5]=[C:6]([NH:11][CH:12]([C:14]2[CH:15]=[C:16]([C:32]([O:34]C)=[O:33])[CH:17]=[C:18]3[C:23]=2[O:22][C:21]([N:24]2[CH2:29][CH2:28][O:27][CH2:26][C@@H:25]2[CH3:30])=[CH:20][C:19]3=[O:31])[CH3:13])[CH:7]=[C:8]([F:10])[CH:9]=1.C1COCC1.Cl. Product: [F:3][C:4]1[CH:5]=[C:6]([NH:11][CH:12]([C:14]2[CH:15]=[C:16]([C:32]([OH:34])=[O:33])[CH:17]=[C:18]3[C:23]=2[O:22][C:21]([N:24]2[CH2:29][CH2:28][O:27][CH2:26][C@@H:25]2[CH3:30])=[CH:20][C:19]3=[O:31])[CH3:13])[CH:7]=[C:8]([F:10])[CH:9]=1. The catalyst class is: 5.